This data is from Reaction yield outcomes from USPTO patents with 853,638 reactions. The task is: Predict the reaction yield, written as a fraction of the theoretical maximum amount of product (1.0 means a 100% yield; for example, 0.34 means a 34% yield). (1) The reactants are BrC1C=CC(C(C)(C)C(OC)=O)=NC=1.COCCOC1C=CC(B(O)O)=CC=1.[CH3:29][O:30][CH2:31][CH2:32][O:33][C:34]1[CH:39]=[CH:38][C:37]([C:40]2[CH:41]=[CH:42][C:43]([C:46]([CH3:52])([CH3:51])[C:47]([O:49]C)=[O:48])=[N:44][CH:45]=2)=[CH:36][CH:35]=1.O.[OH-].[Li+]. The catalyst is O1CCCC1.C(O)C.O. The product is [CH3:29][O:30][CH2:31][CH2:32][O:33][C:34]1[CH:35]=[CH:36][C:37]([C:40]2[CH:41]=[CH:42][C:43]([C:46]([CH3:52])([CH3:51])[C:47]([OH:49])=[O:48])=[N:44][CH:45]=2)=[CH:38][CH:39]=1. The yield is 0.880. (2) The reactants are C([N-]C(C)C)(C)C.[Li+].[CH3:9][O:10][C:11](=[O:21])[CH2:12][C:13]1[CH:18]=[CH:17][CH:16]=[C:15]([O:19][CH3:20])[CH:14]=1.I[CH2:23][CH:24]1[CH2:28][CH2:27][CH2:26][CH2:25]1. The catalyst is O1CCCC1.CN1CCCN(C)C1=O.CN1CCCN(C)C1=O. The product is [CH3:9][O:10][C:11](=[O:21])[CH:12]([C:13]1[CH:18]=[CH:17][CH:16]=[C:15]([O:19][CH3:20])[CH:14]=1)[CH2:23][CH:24]1[CH2:28][CH2:27][CH2:26][CH2:25]1. The yield is 0.891. (3) The reactants are Cl[C:2]1[C:7]([C:8]([F:11])([F:10])[F:9])=[CH:6][N:5]=[C:4]([NH:12][C:13]2[C:25]([O:26][CH3:27])=[CH:24][C:16]3[CH2:17][CH2:18][O:19][C:20](=[O:23])[N:21]([CH3:22])[C:15]=3[CH:14]=2)[N:3]=1.[CH3:28][O:29][C:30]1[CH:35]=[C:34]([N:36]2[CH2:41][CH2:40][O:39][CH2:38][CH2:37]2)[CH:33]=[CH:32][C:31]=1[NH2:42]. No catalyst specified. The product is [CH3:27][O:26][C:25]1[C:13]([NH:12][C:4]2[N:3]=[C:2]([NH:42][C:31]3[CH:32]=[CH:33][C:34]([N:36]4[CH2:37][CH2:38][O:39][CH2:40][CH2:41]4)=[CH:35][C:30]=3[O:29][CH3:28])[C:7]([C:8]([F:11])([F:10])[F:9])=[CH:6][N:5]=2)=[CH:14][C:15]2[N:21]([CH3:22])[C:20](=[O:23])[O:19][CH2:18][CH2:17][C:16]=2[CH:24]=1. The yield is 0.430. (4) The reactants are [CH3:1][C:2]1[CH:7]=[CH:6][N:5]=[CH:4][C:3]=1[N:8]1[CH2:12][CH2:11][NH:10][C:9]1=[O:13].[CH3:14][O:15][C:16](=[O:25])[C:17]1[CH:22]=[CH:21][C:20](Br)=[CH:19][C:18]=1[F:24].N[C@@H]1CCCC[C@H]1N.P([O-])([O-])([O-])=O.[K+].[K+].[K+]. The catalyst is [Cu](I)I.O1CCOCC1. The product is [CH3:14][O:15][C:16](=[O:25])[C:17]1[CH:22]=[CH:21][C:20]([N:10]2[CH2:11][CH2:12][N:8]([C:3]3[CH:4]=[N:5][CH:6]=[CH:7][C:2]=3[CH3:1])[C:9]2=[O:13])=[CH:19][C:18]=1[F:24]. The yield is 0.687. (5) The reactants are [I:1][C:2]1[CH:3]=[C:4]([OH:8])[CH:5]=[CH:6][CH:7]=1.C([O-])([O-])=O.[Cs+].[Cs+].Cl[C:16]1[CH:21]=[CH:20][N:19]=[C:18]([C:22]([NH:24][CH3:25])=[O:23])[CH:17]=1. The catalyst is CN(C=O)C. The product is [I:1][C:2]1[CH:3]=[C:4]([CH:5]=[CH:6][CH:7]=1)[O:8][C:16]1[CH:21]=[CH:20][N:19]=[C:18]([C:22]([NH:24][CH3:25])=[O:23])[CH:17]=1. The yield is 1.00. (6) The reactants are [CH2:1]([N:8]1[CH2:13][CH2:12][N:11]([C:14]2[CH:21]=[CH:20]C(C#N)=[CH:16][CH:15]=2)[CH2:10][CH2:9]1)[C:2]1[CH:7]=[CH:6][CH:5]=[CH:4][CH:3]=1.Cl.[C:23]([OH:26])(=[O:25])[CH3:24]. No catalyst specified. The product is [CH2:1]([N:8]1[CH2:9][CH2:10][N:11]([C:14]2[CH:21]=[CH:20][C:24]([C:23]([OH:26])=[O:25])=[CH:16][CH:15]=2)[CH2:12][CH2:13]1)[C:2]1[CH:3]=[CH:4][CH:5]=[CH:6][CH:7]=1. The yield is 0.380. (7) The reactants are [C:1](/[C:3](=[N:9]\O)/[C:4]([O:6][CH2:7][CH3:8])=[O:5])#[N:2].C([O-])(O)=O.[Na+].[O-]S(S([O-])=O)=O.[Na+].[Na+]. The catalyst is O. The product is [NH2:9][CH:3]([C:1]#[N:2])[C:4]([O:6][CH2:7][CH3:8])=[O:5]. The yield is 0.430. (8) The reactants are [N+:1]([C:4]1[CH:13]=[C:12]2[C:7]([C:8]([N:14]3[CH2:19][CH2:18][N:17]([C:20]([NH:22][C:23]4[CH:28]=[CH:27][C:26]([O:29][C:30]5[CH:35]=[CH:34][CH:33]=[CH:32][CH:31]=5)=[CH:25][CH:24]=4)=[O:21])[CH2:16][CH2:15]3)=[N:9][CH:10]=[N:11]2)=[CH:6][CH:5]=1)([O-])=O.[H][H]. The catalyst is C(O)C.O.[C].[Pd]. The product is [NH2:1][C:4]1[CH:13]=[C:12]2[C:7]([C:8]([N:14]3[CH2:15][CH2:16][N:17]([C:20]([NH:22][C:23]4[CH:24]=[CH:25][C:26]([O:29][C:30]5[CH:31]=[CH:32][CH:33]=[CH:34][CH:35]=5)=[CH:27][CH:28]=4)=[O:21])[CH2:18][CH2:19]3)=[N:9][CH:10]=[N:11]2)=[CH:6][CH:5]=1. The yield is 0.450. (9) The reactants are [OH:1][C:2]1[C:7](=[O:8])[CH:6]=[CH:5][N:4]([CH3:9])[C:3]=1[CH:10](O)[C:11]([F:14])([F:13])[F:12].[CH2:16]([NH2:19])[CH:17]=[CH2:18]. No catalyst specified. The product is [OH:1][C:2]1[C:7](=[O:8])[CH:6]=[CH:5][N:4]([CH3:9])[C:3]=1[CH:10]([NH:19][CH2:16][CH:17]=[CH2:18])[C:11]([F:14])([F:13])[F:12]. The yield is 0.420.